From a dataset of Catalyst prediction with 721,799 reactions and 888 catalyst types from USPTO. Predict which catalyst facilitates the given reaction. (1) Reactant: [N+:1]([C:4]1[CH:5]=[C:6]2[C:10](=[CH:11][CH:12]=1)[NH:9][C:8]([C:13]([O:15][CH2:16][CH3:17])=[O:14])=[C:7]2[C:18]1[CH:23]=[CH:22][CH:21]=[CH:20][CH:19]=1)([O-:3])=[O:2].IC.[C:26]([O-])([O-])=O.[Cs+].[Cs+]. Product: [CH3:26][N:9]1[C:10]2[C:6](=[CH:5][C:4]([N+:1]([O-:3])=[O:2])=[CH:12][CH:11]=2)[C:7]([C:18]2[CH:23]=[CH:22][CH:21]=[CH:20][CH:19]=2)=[C:8]1[C:13]([O:15][CH2:16][CH3:17])=[O:14]. The catalyst class is: 3. (2) Reactant: C(N(CC)CC)C.[CH:8]([C:10]1[C:18]2[C:13](=[CH:14][CH:15]=[CH:16][CH:17]=2)[N:12](C(OCC)=O)[CH:11]=1)=[O:9].[CH2:24]([N:26]1[C:30]([CH:31]=[N:32][C:33]2[CH:38]=[CH:37][CH:36]=[C:35]([O:39][CH3:40])[CH:34]=2)=[CH:29][CH:28]=[N:27]1)[CH3:25]. The catalyst class is: 433. Product: [CH2:24]([N:26]1[C:30]([CH:31]([NH:32][C:33]2[CH:38]=[CH:37][CH:36]=[C:35]([O:39][CH3:40])[CH:34]=2)[C:8]([C:10]2[C:18]3[C:13](=[CH:14][CH:15]=[CH:16][CH:17]=3)[NH:12][CH:11]=2)=[O:9])=[CH:29][CH:28]=[N:27]1)[CH3:25]. (3) Product: [C:1]([O:4][C:5]1[CH:12]=[CH:11][C:8]([CH2:9][I:13])=[CH:7][CH:6]=1)(=[O:3])[CH3:2]. Reactant: [C:1]([O:4][C:5]1[CH:12]=[CH:11][C:8]([CH2:9]O)=[CH:7][CH:6]=1)(=[O:3])[CH3:2].[I-:13].[Cs+].B(F)(F)F.CCOCC. The catalyst class is: 10. (4) Reactant: [H-].[Na+].[N:3]1([CH:10]2[CH2:18][C:17]3[C:12](=[CH:13][CH:14]=[C:15]([OH:19])[CH:16]=3)[CH2:11]2)[CH2:9][CH2:8][CH2:7][CH2:6][CH2:5][CH2:4]1.Cl[C:21]1[N:26]=[CH:25][C:24]([C:27]([NH:29][CH3:30])=[O:28])=[CH:23][CH:22]=1. Product: [N:3]1([CH:10]2[CH2:18][C:17]3[C:12](=[CH:13][CH:14]=[C:15]([O:19][C:21]4[N:26]=[CH:25][C:24]([C:27]([NH:29][CH3:30])=[O:28])=[CH:23][CH:22]=4)[CH:16]=3)[CH2:11]2)[CH2:4][CH2:5][CH2:6][CH2:7][CH2:8][CH2:9]1. The catalyst class is: 9. (5) Reactant: [CH3:1][O:2][C:3]1[CH:4]=[C:5]2[C:10](=[CH:11][CH:12]=1)[CH:9]=[C:8]([C@H:13]([CH3:17])[C:14]([OH:16])=[O:15])[CH:7]=[CH:6]2.[CH3:18][C:19]1([CH3:27])[O:23][C@:22]([CH2:25]O)([CH3:24])[CH2:21][O:20]1. Product: [CH3:1][O:2][C:3]1[CH:4]=[C:5]2[C:10](=[CH:11][CH:12]=1)[CH:9]=[C:8]([C@H:13]([CH3:17])[C:14]([O:16][CH2:24][C@@:22]1([CH3:25])[CH2:21][O:20][C:19]([CH3:27])([CH3:18])[O:23]1)=[O:15])[CH:7]=[CH:6]2. The catalyst class is: 154. (6) Reactant: [C:1]([O:5][C@@H:6]([C:11]1[C:40]([CH3:41])=[C:39]([CH:42]=[O:43])[C:38]2=[N:44][C:35]3=[CH:36][N:37]2[C:12]=1[N:13]1[CH2:50][CH2:49][C:16]([CH3:51])([O:17][CH2:18][CH2:19][CH2:20][CH2:21][C@H:22]([CH3:48])[O:23][C:24]2[CH:25]=[CH:26][C:27]([F:47])=[C:28]([F:46])[C:29]=2[C:30]2[CH:45]=[C:34]3[CH:33]=[CH:32][CH:31]=2)[CH2:15][CH2:14]1)[C:7]([O:9][CH3:10])=[O:8])([CH3:4])([CH3:3])[CH3:2].[CH3:52]N1CCCCC1CO.C[Zn]C. Product: [C:1]([O:5][C@@H:6]([C:11]1[C:40]([CH3:41])=[C:39]([CH:42]([OH:43])[CH3:52])[C:38]2=[N:44][C:35]3=[CH:36][N:37]2[C:12]=1[N:13]1[CH2:14][CH2:15][C:16]([CH3:51])([O:17][CH2:18][CH2:19][CH2:20][CH2:21][C@H:22]([CH3:48])[O:23][C:24]2[CH:25]=[CH:26][C:27]([F:47])=[C:28]([F:46])[C:29]=2[C:30]2[CH:45]=[C:34]3[CH:33]=[CH:32][CH:31]=2)[CH2:49][CH2:50]1)[C:7]([O:9][CH3:10])=[O:8])([CH3:4])([CH3:2])[CH3:3]. The catalyst class is: 11. (7) Reactant: O1C=CC=C1[C:6]1[CH:7]=[C:8]([CH:22]=[CH:23][CH:24]=1)/[CH:9]=[C:10]1\[CH2:11][CH2:12][C:13]2[NH:14][C:15]([C:18]([O:20][CH3:21])=[O:19])=[CH:16][C:17]\1=2.[C:25]([O:28][CH2:29][CH3:30])(=O)[CH3:26]. Product: [O:28]1[CH2:29][CH2:30][CH:26]([C:6]2[CH:7]=[C:8]([CH:22]=[CH:23][CH:24]=2)[CH2:9][CH:10]2[C:17]3[CH:16]=[C:15]([C:18]([O:20][CH3:21])=[O:19])[NH:14][C:13]=3[CH2:12][CH2:11]2)[CH2:25]1. The catalyst class is: 45. (8) Reactant: [CH2:1]([N:3]=[C:4]=[O:5])[CH3:2].F[C:7](F)(F)C(O)=O.[NH:13]1[C:17]2[CH:18]=[CH:19][CH:20]=[CH:21][C:16]=2[N:15]=[C:14]1[S:22][C:23]1[O:27][C:26](/[CH:28]=[C:29]2/[C:30](=[O:39])[N:31]([CH2:35][CH2:36][CH2:37][NH2:38])[C:32](=[O:34])[S:33]/2)=[CH:25][CH:24]=1.CCN(C(C)C)C(C)C. Product: [CH2:1]([NH:3][C:4]([NH:38][CH2:37][CH2:36][CH2:35][N:31]1[C:30](=[O:39])/[C:29](=[CH:28]/[C:26]2[O:27][C:23]([S:22][C:14]3[N:15]([CH3:7])[C:16]4[CH:21]=[CH:20][CH:19]=[CH:18][C:17]=4[N:13]=3)=[CH:24][CH:25]=2)/[S:33][C:32]1=[O:34])=[O:5])[CH3:2]. The catalyst class is: 2.